This data is from Reaction yield outcomes from USPTO patents with 853,638 reactions. The task is: Predict the reaction yield, written as a fraction of the theoretical maximum amount of product (1.0 means a 100% yield; for example, 0.34 means a 34% yield). (1) The reactants are [NH2:1][C:2]1[C:11]2[C:6](=[C:7](Br)[CH:8]=[CH:9][CH:10]=2)[N:5]=[N:4][C:3]=1[C:13]([NH:15][CH2:16][CH2:17][CH3:18])=[O:14].[CH3:19][O:20][C:21]1[N:26]=[C:25]([O:27][CH3:28])[C:24](B(O)O)=[CH:23][N:22]=1. No catalyst specified. The product is [NH2:1][C:2]1[C:11]2[C:6](=[C:7]([C:24]3[C:25]([O:27][CH3:28])=[N:26][C:21]([O:20][CH3:19])=[N:22][CH:23]=3)[CH:8]=[CH:9][CH:10]=2)[N:5]=[N:4][C:3]=1[C:13]([NH:15][CH2:16][CH2:17][CH3:18])=[O:14]. The yield is 0.280. (2) The reactants are [CH2:1]([NH:3][C:4]1[C:9]2[C:10]([C:13]3[CH:18]=[CH:17][CH:16]=[CH:15][N:14]=3)=[N:11][NH:12][C:8]=2[CH:7]=[CH:6][N:5]=1)[CH3:2].C(NC1C2C([Sn](C)(C)C)=NN(CC3C=CC(OC)=CC=3)C=2C=CN=1)C.BrC1C=C([C:51]([F:54])([F:53])[F:52])C=CN=1. No catalyst specified. The product is [CH2:1]([NH:3][C:4]1[C:9]2[C:10]([C:13]3[CH:18]=[C:17]([C:51]([F:54])([F:53])[F:52])[CH:16]=[CH:15][N:14]=3)=[N:11][NH:12][C:8]=2[CH:7]=[CH:6][N:5]=1)[CH3:2]. The yield is 0.150.